Task: Predict the reactants needed to synthesize the given product.. Dataset: Full USPTO retrosynthesis dataset with 1.9M reactions from patents (1976-2016) (1) Given the product [CH3:7][CH:8]([C:14](=[CH2:19])[CH2:15][CH:16]([CH3:18])[CH3:17])[CH2:9][OH:10], predict the reactants needed to synthesize it. The reactants are: [H-].[Al+3].[Li+].[H-].[H-].[H-].[CH3:7][CH:8]([C:14](=[CH2:19])[CH2:15][CH:16]([CH3:18])[CH3:17])[C:9](OCC)=[O:10].O.[OH-].[Na+]. (2) The reactants are: I[C:2]1[CH:7]=[CH:6][CH:5]=[CH:4][C:3]=1I.[CH2:9](B(O)O)[CH:10]([CH3:12])[CH3:11].CO[C:18]1C=CC=[C:22](OC)[C:23]=1[C:24]1C=CC=CC=1P(C1CCCCC1)C1CCCCC1.[O-]P([O-])([O-])=O.[K+].[K+].[K+]. Given the product [CH2:9]([C:2]1[CH:7]=[CH:6][CH:5]=[CH:4][C:3]=1[CH2:18][CH:23]([CH3:24])[CH3:22])[CH:10]([CH3:12])[CH3:11], predict the reactants needed to synthesize it. (3) Given the product [O:31]=[C:18]1[N:14]2[CH2:15][CH2:16][CH2:17][C:12](=[O:11])[C@H:13]2[CH2:20][N:19]1[C:21]1[CH:28]=[CH:27][C:24]([C:25]#[N:26])=[C:23]([Cl:29])[C:22]=1[CH3:30], predict the reactants needed to synthesize it. The reactants are: C(Cl)(=O)C(Cl)=O.CS(C)=O.[OH:11][C@@H:12]1[CH2:17][CH2:16][CH2:15][N:14]2[C:18](=[O:31])[N:19]([C:21]3[CH:28]=[CH:27][C:24]([C:25]#[N:26])=[C:23]([Cl:29])[C:22]=3[CH3:30])[CH2:20][C@H:13]12.C(N(CC)CC)C.